This data is from Reaction yield outcomes from USPTO patents with 853,638 reactions. The task is: Predict the reaction yield, written as a fraction of the theoretical maximum amount of product (1.0 means a 100% yield; for example, 0.34 means a 34% yield). (1) The product is [CH3:19][N:2]([CH3:1])[C:3]1[CH:4]=[C:5]([CH:9]=[C:10]([O:12][C:13]2[CH:18]=[CH:17][CH:16]=[CH:15][CH:14]=2)[N:11]=1)[C:6]([NH:44][C:41]1[CH:42]=[CH:43][N:39]([CH2:38][C:34]2[CH:33]=[N:32][CH:37]=[CH:36][CH:35]=2)[N:40]=1)=[O:8]. The catalyst is CN(C=O)C.O. The reactants are [CH3:1][N:2]([CH3:19])[C:3]1[CH:4]=[C:5]([CH:9]=[C:10]([O:12][C:13]2[CH:18]=[CH:17][CH:16]=[CH:15][CH:14]=2)[N:11]=1)[C:6]([OH:8])=O.Cl.CN(C)CCCN=C=NCC.[N:32]1[CH:37]=[CH:36][CH:35]=[C:34]([CH2:38][N:39]2[CH:43]=[CH:42][C:41]([NH2:44])=[N:40]2)[CH:33]=1.CN1CCOCC1. The yield is 0.260. (2) The reactants are Cl.[NH:2]1[CH2:6][CH2:5][CH2:4][C@H:3]1[C:7]([NH2:9])=[O:8].[CH3:10][O:11][C:12]([NH:14][C@@H:15]([CH:19]([CH3:21])[CH3:20])[C:16](O)=[O:17])=[O:13].O.N1(O)C2C=CC=CC=2N=N1.Cl.C(N=C=NCCCN(C)C)C.CN1CCOCC1. The catalyst is ClCCl. The product is [C:7]([C@@H:3]1[CH2:4][CH2:5][CH2:6][N:2]1[C:16](=[O:17])[C@@H:15]([NH:14][C:12](=[O:13])[O:11][CH3:10])[CH:19]([CH3:21])[CH3:20])(=[O:8])[NH2:9]. The yield is 0.640. (3) The product is [CH3:1][O:2][C:3]([C:4]1[CH:9]=[CH:8][C:7]2[N:10]([CH:11]([CH2:14][CH3:15])[CH2:12][CH3:13])[C:17]([CH2:18][CH:19]3[CH2:23][CH2:22][CH2:21][CH2:20]3)=[N:16][C:6]=2[CH:5]=1)=[O:25]. The yield is 0.970. The reactants are [CH3:1][O:2][C:3](=[O:25])[C:4]1[CH:9]=[CH:8][C:7]([NH:10][CH:11]([CH2:14][CH3:15])[CH2:12][CH3:13])=[C:6]([NH:16][C:17](=O)[CH2:18][CH:19]2[CH2:23][CH2:22][CH2:21][CH2:20]2)[CH:5]=1.Cl. The catalyst is O1CCOCC1.